From a dataset of Reaction yield outcomes from USPTO patents with 853,638 reactions. Predict the reaction yield, written as a fraction of the theoretical maximum amount of product (1.0 means a 100% yield; for example, 0.34 means a 34% yield). (1) The reactants are [Br:1][C:2]1[CH:3]=[C:4]([CH:6]=[CH:7][C:8]=1[CH3:9])[NH2:5].[CH3:10][C:11]([O:14][C:15](O[C:15]([O:14][C:11]([CH3:13])([CH3:12])[CH3:10])=[O:16])=[O:16])([CH3:13])[CH3:12].CCN(CC)CC.O. The catalyst is C(Cl)Cl. The product is [Br:1][C:2]1[CH:3]=[C:4]([NH:5][C:15](=[O:16])[O:14][C:11]([CH3:13])([CH3:12])[CH3:10])[CH:6]=[CH:7][C:8]=1[CH3:9]. The yield is 0.820. (2) The reactants are [CH3:1][C:2]([CH3:56])([CH2:10][C:11]([O:13][C@H:14]1[CH2:31][CH2:30][C@@:29]2([CH3:32])[C@@H:16]([CH2:17][CH2:18][C@:19]3([CH3:53])[C@@H:28]2[CH2:27][CH2:26][C@H:25]2[C@@:20]3([CH3:52])[CH2:21][CH2:22][C@@:23]3(/[CH:40]=[CH:41]/[C:42]([NH:44][C:45]4[CH:50]=[CH:49][C:48]([Cl:51])=[CH:47][CH:46]=4)=[O:43])[CH2:35][C:34](=[O:36])[C:33]([CH:37]([CH3:39])[CH3:38])=[C:24]32)[C:15]1([CH3:55])[CH3:54])=[O:12])[C:3]([O:5]C(C)(C)C)=[O:4].[C:57]([OH:63])([C:59]([F:62])([F:61])[F:60])=[O:58].CC#N. The catalyst is ClCCl. The product is [C:57]([OH:63])([C:59]([F:62])([F:61])[F:60])=[O:58].[OH2:4].[Cl:51][C:48]1[CH:49]=[CH:50][C:45]([NH:44][C:42](=[O:43])/[CH:41]=[CH:40]/[C@:23]23[CH2:35][C:34](=[O:36])[C:33]([CH:37]([CH3:38])[CH3:39])=[C:24]2[C@@H:25]2[C@@:20]([CH3:52])([CH2:21][CH2:22]3)[C@@:19]3([CH3:53])[C@@H:28]([C@:29]4([CH3:32])[C@@H:16]([CH2:17][CH2:18]3)[C:15]([CH3:54])([CH3:55])[C@@H:14]([O:13][C:11](=[O:12])[CH2:10][C:2]([CH3:1])([CH3:56])[C:3]([OH:5])=[O:4])[CH2:31][CH2:30]4)[CH2:27][CH2:26]2)=[CH:46][CH:47]=1. The yield is 0.000500. (3) The reactants are [F:1][C:2]1[CH:16]=[CH:15][C:5]([CH2:6][S:7]([CH2:9][C:10]([O:12][CH2:13][CH3:14])=[O:11])=[O:8])=[CH:4][CH:3]=1.C1C=C(Cl)C=C(C(OO)=[O:25])C=1. The catalyst is C(Cl)Cl. The product is [F:1][C:2]1[CH:16]=[CH:15][C:5]([CH2:6][S:7]([CH2:9][C:10]([O:12][CH2:13][CH3:14])=[O:11])(=[O:25])=[O:8])=[CH:4][CH:3]=1. The yield is 0.910. (4) The reactants are F[C:2]1[CH:7]=[CH:6][C:5]([S:8]([NH:11][CH3:12])(=[O:10])=[O:9])=[CH:4][C:3]=1[N+:13]([O-:15])=[O:14].[NH:16]1[CH2:21][CH2:20][O:19][CH2:18][CH2:17]1.CCN(C(C)C)C(C)C. The catalyst is C1COCC1. The product is [CH3:12][NH:11][S:8]([C:5]1[CH:6]=[CH:7][C:2]([N:16]2[CH2:21][CH2:20][O:19][CH2:18][CH2:17]2)=[C:3]([N+:13]([O-:15])=[O:14])[CH:4]=1)(=[O:10])=[O:9]. The yield is 0.970. (5) The reactants are [CH3:1][C:2]([CH3:23])([CH3:22])[CH2:3][NH:4][C:5]1[C:10]([C:11]#[C:12][CH2:13][N:14]2[CH2:19][CH2:18][NH:17][CH2:16][CH2:15]2)=[CH:9][N:8]=[C:7]([C:20]#[N:21])[N:6]=1.[Cl:24][CH2:25][CH2:26][CH2:27][S:28](Cl)(=[O:30])=[O:29].C(N(CC)CC)C.[Cl-].[NH4+]. The catalyst is C(Cl)Cl. The product is [Cl:24][CH2:25][CH2:26][CH2:27][S:28]([N:17]1[CH2:18][CH2:19][N:14]([CH2:13][C:12]#[C:11][C:10]2[C:5]([NH:4][CH2:3][C:2]([CH3:23])([CH3:22])[CH3:1])=[N:6][C:7]([C:20]#[N:21])=[N:8][CH:9]=2)[CH2:15][CH2:16]1)(=[O:30])=[O:29]. The yield is 0.510.